From a dataset of Catalyst prediction with 721,799 reactions and 888 catalyst types from USPTO. Predict which catalyst facilitates the given reaction. (1) Reactant: C(OC([N:8]1[CH2:13][CH2:12][N:11]([C:14]2[C:19]3[CH2:20][NH:21][C:22](=[O:23])[C:18]=3[CH:17]=[C:16]([C:24]3[CH:29]=[CH:28][N:27]=[C:26]([NH:30][CH:31]4[CH2:36][CH2:35][CH2:34][CH2:33][CH2:32]4)[CH:25]=3)[N:15]=2)[CH2:10][CH2:9]1)=O)(C)(C)C.FC(F)(F)C(O)=O. Product: [CH:31]1([NH:30][C:26]2[CH:25]=[C:24]([C:16]3[N:15]=[C:14]([N:11]4[CH2:10][CH2:9][NH:8][CH2:13][CH2:12]4)[C:19]4[CH2:20][NH:21][C:22](=[O:23])[C:18]=4[CH:17]=3)[CH:29]=[CH:28][N:27]=2)[CH2:32][CH2:33][CH2:34][CH2:35][CH2:36]1. The catalyst class is: 4. (2) Reactant: [Br:1][C:2]1[CH:7]=[C:6]([N+:8]([O-])=O)[C:5]([O:11][CH2:12][C:13]([O:15]C)=O)=[CH:4][N+:3]=1[O-].C(O)(=O)C. Product: [Br:1][C:2]1[N:3]=[CH:4][C:5]2[O:11][CH2:12][C:13](=[O:15])[NH:8][C:6]=2[CH:7]=1. The catalyst class is: 186. (3) Reactant: [N:1]1([CH2:7][CH2:8][NH2:9])[CH2:6][CH2:5][O:4][CH2:3][CH2:2]1.Cl[C:11]1[N:12]=[N+:13]([O-:23])[C:14]2[CH:20]=[C:19]([O:21][CH3:22])[CH:18]=[CH:17][C:15]=2[N:16]=1. The catalyst class is: 57. Product: [CH3:22][O:21][C:19]1[CH:18]=[CH:17][C:15]2[N:16]=[C:11]([NH:9][CH2:8][CH2:7][N:1]3[CH2:6][CH2:5][O:4][CH2:3][CH2:2]3)[N:12]=[N+:13]([O-:23])[C:14]=2[CH:20]=1. (4) Reactant: FC(F)(F)S(O[C:7]1[CH:12]=[C:11]([O:13][CH2:14][CH3:15])[CH:10]=[C:9]([F:16])[C:8]=1[F:17])(=O)=O.[B:20]1([B:20]2[O:24][C:23]([CH3:26])([CH3:25])[C:22]([CH3:28])([CH3:27])[O:21]2)[O:24][C:23]([CH3:26])([CH3:25])[C:22]([CH3:28])([CH3:27])[O:21]1.C([O-])(=O)C.[K+].N#N. Product: [CH2:14]([O:13][C:11]1[CH:10]=[C:9]([F:16])[C:8]([F:17])=[C:7]([B:20]2[O:24][C:23]([CH3:26])([CH3:25])[C:22]([CH3:28])([CH3:27])[O:21]2)[CH:12]=1)[CH3:15]. The catalyst class is: 873. (5) Reactant: [Br:1][C:2]1[CH:3]=[C:4]2[C:9](=[CH:10][CH:11]=1)[NH:8][C:7](=[O:12])[CH:6]=[CH:5]2.[CH3:13][O:14][C:15]1[CH:22]=[CH:21][C:18]([CH2:19]Cl)=[CH:17][CH:16]=1.[OH-].[K+].O. Product: [CH3:13][O:14][C:15]1[CH:22]=[CH:21][C:18]([CH2:19][N:8]2[C:9]3[C:4](=[CH:3][C:2]([Br:1])=[CH:11][CH:10]=3)[CH:5]=[CH:6][C:7]2=[O:12])=[CH:17][CH:16]=1. The catalyst class is: 596. (6) Reactant: [CH2:1]([C:4]1[CH:9]=[CH:8][CH:7]=[CH:6][C:5]=1[CH2:10][CH:11]=C)[CH:2]=[CH2:3].ClC1C=C(C=CC=1)C(OO)=[O:18].[C:24]([O-:27])(O)=O.[Na+]. Product: [O:18]1[CH2:3][CH:2]1[CH2:1][C:4]1[CH:9]=[CH:8][CH:7]=[CH:6][C:5]=1[CH2:10][CH:11]1[CH2:24][O:27]1. The catalyst class is: 2. (7) Product: [CH2:18]([O:17][C:15]([CH:5]1[C:6]2[NH:7][C:8]3[CH:9]=[CH:10][CH:11]=[CH:12][C:13]=3[C:14]=2[CH2:1][CH2:2][N:3]([C:20]2[CH:25]=[CH:24][CH:23]=[CH:22][CH:21]=2)[CH2:4]1)=[O:16])[CH3:19]. Reactant: [CH2:1]1[C:14]2[C:13]3[CH:12]=[CH:11][CH:10]=[CH:9][C:8]=3[NH:7][C:6]=2[CH:5]([C:15]([O:17][CH2:18][CH3:19])=[O:16])[CH2:4][NH:3][CH2:2]1.[C:20]1(B(O)O)[CH:25]=[CH:24][CH:23]=[CH:22][CH:21]=1.N1C=CC=CC=1. The catalyst class is: 2. (8) Reactant: Cl.[Cl:2][CH2:3][C:4]1[N:5]=[C:6]([C:10]2[CH:15]=[CH:14][CH:13]=[C:12]([O:16][CH3:17])[CH:11]=2)[O:7][C:8]=1[CH3:9].[OH-].[Na+]. Product: [Cl:2][CH2:3][C:4]1[N:5]=[C:6]([C:10]2[CH:15]=[CH:14][CH:13]=[C:12]([O:16][CH3:17])[CH:11]=2)[O:7][C:8]=1[CH3:9]. The catalyst class is: 229.